From a dataset of Full USPTO retrosynthesis dataset with 1.9M reactions from patents (1976-2016). Predict the reactants needed to synthesize the given product. (1) Given the product [C:19]([O:18][C:16](=[O:17])[CH2:15][N:14]1[CH:9]([C:6]2[CH:5]=[CH:4][C:3]([C:1]#[N:2])=[CH:8][CH:7]=2)[C:10]([C:35]([O:42][CH2:43][CH2:44][N:45]2[CH2:49][CH2:48][CH2:47][C:46]2=[O:50])=[O:36])=[C:11]([CH3:34])[N:12]([C:24]2[CH:29]=[CH:28][CH:27]=[C:26]([C:30]([F:31])([F:33])[F:32])[CH:25]=2)[C:13]1=[O:23])([CH3:22])([CH3:20])[CH3:21], predict the reactants needed to synthesize it. The reactants are: [C:1]([C:3]1[CH:8]=[CH:7][C:6]([CH:9]2[N:14]([CH2:15][C:16]([O:18][C:19]([CH3:22])([CH3:21])[CH3:20])=[O:17])[C:13](=[O:23])[N:12]([C:24]3[CH:29]=[CH:28][CH:27]=[C:26]([C:30]([F:33])([F:32])[F:31])[CH:25]=3)[C:11]([CH3:34])=[C:10]2[C:35](N2C=CN=C2)=[O:36])=[CH:5][CH:4]=1)#[N:2].[OH:42][CH2:43][CH2:44][N:45]1[CH2:49][CH2:48][CH2:47][C:46]1=[O:50]. (2) Given the product [OH:12][CH:11]([C:9]1[C:8]([CH3:24])=[CH:7][C:6]([CH3:25])=[C:5]2[C:10]=1[C:2]([CH3:1])=[CH:3][NH:4]2)[C:13]1[NH:17][C:16]2[CH:18]=[CH:19][C:20]([C:22]#[N:23])=[CH:21][C:15]=2[N:14]=1, predict the reactants needed to synthesize it. The reactants are: [CH3:1][C:2]1[C:10]2[C:9]([C:11]([C:13]3[NH:17][C:16]4[CH:18]=[CH:19][C:20]([C:22]#[N:23])=[CH:21][C:15]=4[N:14]=3)=[O:12])=[C:8]([CH3:24])[CH:7]=[C:6]([CH3:25])[C:5]=2[NH:4][CH:3]=1.[Li+].[BH4-].C1COCC1. (3) Given the product [Br:1][CH2:2][C:3]1[CH:8]=[CH:7][C:6]([S:9]([NH:16][CH2:15][CH2:13][OH:14])(=[O:11])=[O:10])=[CH:5][CH:4]=1, predict the reactants needed to synthesize it. The reactants are: [Br:1][CH2:2][C:3]1[CH:8]=[CH:7][C:6]([S:9](Cl)(=[O:11])=[O:10])=[CH:5][CH:4]=1.[CH2:13]([CH2:15][NH2:16])[OH:14].C(N(CC)C(C)C)(C)C. (4) Given the product [Br:1][C:2]1[CH:3]=[C:4]([S:11]([NH:25][C:21]([CH3:24])([CH3:23])[CH3:22])(=[O:13])=[O:14])[CH:5]=[C:6]([N+:8]([O-:10])=[O:9])[CH:7]=1, predict the reactants needed to synthesize it. The reactants are: [Br:1][C:2]1[CH:3]=[C:4]([S:11]([OH:14])(=[O:13])=O)[CH:5]=[C:6]([N+:8]([O-:10])=[O:9])[CH:7]=1.P(Cl)(Cl)(Cl)(Cl)Cl.[C:21]([NH2:25])([CH3:24])([CH3:23])[CH3:22].C(N(CC)C(C)C)(C)C. (5) Given the product [N:1]1([C:6]2[CH:26]=[CH:25][C:9]([CH2:10][C:11]3[C:12]([O:23][CH3:24])=[N:13][C:14]4[C:19]([C:20]=3[Cl:21])=[CH:18][C:17]([C:34]([C:33]3[C:28]([CH3:27])=[N:29][C:30]([CH3:42])=[CH:31][CH:32]=3)([C:36]3[N:40]([CH3:41])[N:39]=[N:38][CH:37]=3)[OH:35])=[CH:16][CH:15]=4)=[CH:8][CH:7]=2)[CH:5]=[N:4][CH:3]=[N:2]1, predict the reactants needed to synthesize it. The reactants are: [N:1]1([C:6]2[CH:26]=[CH:25][C:9]([CH2:10][C:11]3[C:12]([O:23][CH3:24])=[N:13][C:14]4[C:19]([C:20]=3[Cl:21])=[CH:18][C:17](I)=[CH:16][CH:15]=4)=[CH:8][CH:7]=2)[CH:5]=[N:4][CH:3]=[N:2]1.[CH3:27][C:28]1[C:33]([C:34]([C:36]2[N:40]([CH3:41])[N:39]=[N:38][CH:37]=2)=[O:35])=[CH:32][CH:31]=[C:30]([CH3:42])[N:29]=1. (6) Given the product [Cl:1][C:2]1[C:3]([O:12][C:13]2[CH:18]=[C:17]([O:19][CH:20]([CH3:21])[CH3:22])[CH:16]=[CH:15][C:14]=2/[CH:23]=[C:24](\[CH3:30])/[C:25]([OH:27])=[O:26])=[N:4][CH:5]=[C:6]([C:8]([F:10])([F:9])[F:11])[CH:7]=1, predict the reactants needed to synthesize it. The reactants are: [Cl:1][C:2]1[C:3]([O:12][C:13]2[CH:18]=[C:17]([O:19][CH:20]([CH3:22])[CH3:21])[CH:16]=[CH:15][C:14]=2/[CH:23]=[C:24](\[CH3:30])/[C:25]([O:27]CC)=[O:26])=[N:4][CH:5]=[C:6]([C:8]([F:11])([F:10])[F:9])[CH:7]=1.[OH-].[Na+].Cl. (7) Given the product [CH3:29][NH:28][CH2:27][CH2:26][CH:6]1[CH2:15][C:14]2[C:9](=[CH:10][CH:11]=[CH:12][CH:13]=2)[N:8]([C:16]2[CH:21]=[CH:20][CH:19]=[CH:18][CH:17]=2)[C:7]1=[O:22], predict the reactants needed to synthesize it. The reactants are: CNCCC[CH:6]1[CH2:15][C:14]2[C:9](=[CH:10][CH:11]=[CH:12][CH:13]=2)[N:8]([C:16]2[CH:21]=[CH:20][CH:19]=[CH:18][CH:17]=2)[C:7]1=[O:22].ClCC[CH:26]1CC2[C:29](=CC=CC=2)[N:28](C2C=CC=CC=2)[C:27]1=O. (8) Given the product [NH2:3][C:2]([NH:4][C:5]1[CH:6]=[CH:7][C:8]([C:9]([NH:11][C:12]2[CH:13]=[CH:14][C:15]3[N:19]=[CH:18][N:17]([CH:20]([C:27]4[CH:28]=[CH:29][CH:30]=[CH:31][CH:32]=4)[CH2:21][C:22]([OH:24])=[O:23])[C:16]=3[CH:33]=2)=[O:10])=[CH:34][CH:35]=1)=[NH:1], predict the reactants needed to synthesize it. The reactants are: [NH2:1][C:2]([NH:4][C:5]1[CH:35]=[CH:34][C:8]([C:9]([NH:11][C:12]2[CH:13]=[CH:14][C:15]3[N:19]=[CH:18][N:17]([CH:20]([C:27]4[CH:32]=[CH:31][CH:30]=[CH:29][CH:28]=4)[CH2:21][C:22]([O:24]CC)=[O:23])[C:16]=3[CH:33]=2)=[O:10])=[CH:7][CH:6]=1)=[NH:3].